From a dataset of Reaction yield outcomes from USPTO patents with 853,638 reactions. Predict the reaction yield, written as a fraction of the theoretical maximum amount of product (1.0 means a 100% yield; for example, 0.34 means a 34% yield). (1) The reactants are Cl[C:2]1[N:3]=[C:4]([N:14]2[CH2:19][CH2:18][O:17][CH2:16][CH2:15]2)[C:5]2[S:10][C:9]([CH2:11][NH:12][CH3:13])=[CH:8][C:6]=2[N:7]=1.[C:20](Cl)(=[O:27])[C:21]1[CH:26]=[CH:25][CH:24]=[CH:23][CH:22]=1.CC1(C)C(C)(C)OB([C:37]2[CH:45]=[CH:44][CH:43]=[C:42]3[C:38]=2[CH:39]=[N:40][NH:41]3)O1. No catalyst specified. The product is [NH:41]1[C:42]2[C:38](=[C:37]([C:2]3[N:3]=[C:4]([N:14]4[CH2:19][CH2:18][O:17][CH2:16][CH2:15]4)[C:5]4[S:10][C:9]([CH2:11][N:12]([CH3:13])[C:20](=[O:27])[C:21]5[CH:26]=[CH:25][CH:24]=[CH:23][CH:22]=5)=[CH:8][C:6]=4[N:7]=3)[CH:45]=[CH:44][CH:43]=2)[CH:39]=[N:40]1. The yield is 0.720. (2) The reactants are [C:1]1([C:7]2[NH:8][C:9]3[C:14]([C:15]=2[CH:16]=O)=[CH:13][CH:12]=[CH:11][CH:10]=3)[CH:6]=[CH:5][CH:4]=[CH:3][CH:2]=1.[Cl:18][C:19]1[CH:24]=[CH:23][C:22]([S:25]([CH2:28][C:29]#[N:30])(=[O:27])=[O:26])=[CH:21][CH:20]=1. No catalyst specified. The product is [C:1]1([C:7]2[NH:8][C:9]3[C:14]([C:15]=2[CH:16]=[C:28]([S:25]([C:22]2[CH:23]=[CH:24][C:19]([Cl:18])=[CH:20][CH:21]=2)(=[O:27])=[O:26])[C:29]#[N:30])=[CH:13][CH:12]=[CH:11][CH:10]=3)[CH:6]=[CH:5][CH:4]=[CH:3][CH:2]=1. The yield is 0.920. (3) The reactants are Br[C:2]1[S:6][C:5]([CH:7]=[O:8])=[CH:4][CH:3]=1.[C:9]1(B(O)O)[CH:14]=[CH:13][CH:12]=[CH:11][CH:10]=1.C([O-])([O-])=O.[K+].[K+]. The catalyst is C(O)(C)C.O.[Pd]. The product is [C:9]1([C:2]2[S:6][C:5]([CH:7]=[O:8])=[CH:4][CH:3]=2)[CH:14]=[CH:13][CH:12]=[CH:11][CH:10]=1. The yield is 0.820. (4) The reactants are FC(F)(F)S(O[C:7]1[CH:12]=[CH:11][C:10]([CH2:13][C:14]2[CH:19]=[CH:18][CH:17]=[CH:16][N:15]=2)=[CH:9][C:8]=1[O:20][CH2:21][CH3:22])(=O)=O.C1(P(C2C=CC=CC=2)C2C=CC=CC=2)C=CC=CC=1.[C:44]([O:48][CH3:49])(=[O:47])[CH:45]=[CH2:46].C([O-])(=O)C.[Na+]. The catalyst is [Cl-].C([N+](CC)(CC)CC)C1C=CC=CC=1.C([O-])(=O)C.[Pd+2].C([O-])(=O)C.O.CN1CCCC1=O. The product is [CH2:21]([O:20][C:8]1[CH:9]=[C:10]([CH2:13][C:14]2[CH:19]=[CH:18][CH:17]=[CH:16][N:15]=2)[CH:11]=[CH:12][C:7]=1/[CH:46]=[CH:45]/[C:44]([O:48][CH3:49])=[O:47])[CH3:22]. The yield is 0.740. (5) The reactants are [O-:1][CH2:2][CH3:3].[Na+].[Na].FC1[CH:12]=[C:11]([Cl:13])[C:10]([N+:14]([O-:16])=[O:15])=[CH:9][C:8]=1C.[CH3:18][CH2:19]O. No catalyst specified. The product is [Cl:13][C:11]1[CH:12]=[C:2]([O:1][CH2:18][CH3:19])[CH:3]=[C:9]([CH3:8])[C:10]=1[N+:14]([O-:16])=[O:15]. The yield is 1.00. (6) The reactants are C([O:3][C:4](=O)[CH2:5][C:6]([C@@H:8]1[CH2:13][CH2:12][N:11]([C:14]([O:16][CH3:17])=[O:15])[C@@H:10]([CH2:18][C:19]2[CH:24]=[CH:23][C:22]([O:25][C:26]([F:29])([F:28])[F:27])=[CH:21][CH:20]=2)[CH2:9]1)=[O:7])C.[OH-].[Na+].[NH2:33]O.Cl. The catalyst is CO.O. The product is [O:3]=[C:4]1[CH:5]=[C:6]([C@@H:8]2[CH2:13][CH2:12][N:11]([C:14]([O:16][CH3:17])=[O:15])[C@@H:10]([CH2:18][C:19]3[CH:24]=[CH:23][C:22]([O:25][C:26]([F:29])([F:28])[F:27])=[CH:21][CH:20]=3)[CH2:9]2)[O:7][NH:33]1. The yield is 0.960. (7) The reactants are [Cl:1][C:2]1[C:3]([F:12])=[C:4]([CH:8]=[CH:9][C:10]=1[F:11])[C:5]([OH:7])=[O:6].OS(O)(=O)=O.[N+:18]([O-])([OH:20])=[O:19]. No catalyst specified. The product is [Cl:1][C:2]1[C:3]([F:12])=[C:4]([CH:8]=[C:9]([N+:18]([O-:20])=[O:19])[C:10]=1[F:11])[C:5]([OH:7])=[O:6]. The yield is 0.950.